Dataset: Acute oral toxicity (LD50) regression data from Zhu et al.. Task: Regression/Classification. Given a drug SMILES string, predict its toxicity properties. Task type varies by dataset: regression for continuous values (e.g., LD50, hERG inhibition percentage) or binary classification for toxic/non-toxic outcomes (e.g., AMES mutagenicity, cardiotoxicity, hepatotoxicity). Dataset: ld50_zhu. The rat oral LD50 is 2.59, given as -log10 of the dose in mol/kg body weight (higher means more acutely toxic). The compound is COC1C=COC2(C)Oc3c(C)c(O)c4c(O)c(c5nc6ccccc6nc5c4c3C2=O)NC(=O)C(C)=CC=CC(C)C(O)C(C)C(O)C(C)C(OC(C)=O)C1C.